Predict the product of the given reaction. From a dataset of Forward reaction prediction with 1.9M reactions from USPTO patents (1976-2016). (1) Given the reactants [CH:1]([C:3]1([NH:9][C:10](=[O:20])[CH2:11][C:12]2[CH:17]=[CH:16][C:15]([O:18][CH3:19])=[CH:14][CH:13]=2)[CH2:8][CH2:7][CH2:6][CH2:5][CH2:4]1)=O.[OH-].[Na+], predict the reaction product. The product is: [CH3:19][O:18][C:15]1[CH:16]=[CH:17][C:12]([C:11]2[C:10](=[O:20])[NH:9][C:3]3([CH2:8][CH2:7][CH2:6][CH2:5][CH2:4]3)[CH:1]=2)=[CH:13][CH:14]=1. (2) Given the reactants [CH3:1][C:2]1[CH:6]=[CH:5][O:4][C:3]=1[C:7]([OH:9])=O.ON1C2C=CC=CC=2N=N1.Cl.C(N=C=NCCCN(C)C)C.C(N(CC)C(C)C)(C)C.[CH2:41]([NH2:48])[C:42]1[CH:47]=[CH:46][CH:45]=[CH:44][CH:43]=1, predict the reaction product. The product is: [CH2:41]([NH:48][C:7]([C:3]1[O:4][CH:5]=[CH:6][C:2]=1[CH3:1])=[O:9])[C:42]1[CH:47]=[CH:46][CH:45]=[CH:44][CH:43]=1. (3) Given the reactants [Si]([O:8][CH2:9][C:10]1([CH3:38])[S:16][CH2:15][CH2:14][N:13]2[C:17]([C:20]3([C:23]4[CH:28]=[CH:27][C:26](B5OC(C)(C)C(C)(C)O5)=[CH:25][CH:24]=4)[CH2:22][CH2:21]3)=[N:18][N:19]=[C:12]2[CH2:11]1)(C(C)(C)C)(C)C.Br[C:40]1[CH:41]=[N:42][CH:43]=[N:44][CH:45]=1.C(=O)([O-])[O-].[K+].[K+].C(=O)([O-])O.[Na+], predict the reaction product. The product is: [CH3:38][C:10]1([CH2:9][OH:8])[S:16][CH2:15][CH2:14][N:13]2[C:17]([C:20]3([C:23]4[CH:28]=[CH:27][C:26]([C:40]5[CH:41]=[N:42][CH:43]=[N:44][CH:45]=5)=[CH:25][CH:24]=4)[CH2:21][CH2:22]3)=[N:18][N:19]=[C:12]2[CH2:11]1. (4) The product is: [C:13]([O:17][C:18](=[O:19])[NH:20][C:21]1([C:24](=[O:25])[NH:12][CH:7]2[C:8]3[C:4](=[CH:3][C:2]([Br:1])=[CH:10][C:9]=3[F:11])[CH2:5][CH2:6]2)[CH2:22][CH2:23]1)([CH3:16])([CH3:14])[CH3:15]. Given the reactants [Br:1][C:2]1[CH:3]=[C:4]2[C:8](=[C:9]([F:11])[CH:10]=1)[CH:7]([NH2:12])[CH2:6][CH2:5]2.[C:13]([O:17][C:18]([NH:20][C:21]1([C:24](O)=[O:25])[CH2:23][CH2:22]1)=[O:19])([CH3:16])([CH3:15])[CH3:14], predict the reaction product. (5) Given the reactants [N:1]1([C:7]2[O:8][C:9]3[CH:15]=[CH:14][CH:13]=[CH:12][C:10]=3[N:11]=2)[CH2:6][CH2:5][NH:4][CH2:3][CH2:2]1.[F:16][C:17]([F:33])([F:32])[C:18]1[O:22][N:21]=[C:20]([C:23]2[CH:24]=[C:25]([CH:29]=[CH:30][CH:31]=2)[C:26](O)=[O:27])[N:19]=1, predict the reaction product. The product is: [O:8]1[C:9]2[CH:15]=[CH:14][CH:13]=[CH:12][C:10]=2[N:11]=[C:7]1[N:1]1[CH2:6][CH2:5][N:4]([C:26]([C:25]2[CH:29]=[CH:30][CH:31]=[C:23]([C:20]3[N:19]=[C:18]([C:17]([F:32])([F:16])[F:33])[O:22][N:21]=3)[CH:24]=2)=[O:27])[CH2:3][CH2:2]1. (6) Given the reactants Cl[C:2]1[N:7]=[C:6]([C:8]2[C:16]3[C:11](=[CH:12][CH:13]=[CH:14][CH:15]=3)[N:10]([S:17]([C:20]3[CH:25]=[CH:24][CH:23]=[CH:22][CH:21]=3)(=[O:19])=[O:18])[CH:9]=2)[C:5]([Cl:26])=[CH:4][N:3]=1.[Br:27][C:28]1[CH:33]=[CH:32][C:31]([C@@H:34]([NH:39][C@H:40]2[CH2:45][CH2:44][CH2:43][C@@H:42]([NH2:46])[CH2:41]2)[C:35]([F:38])([F:37])[F:36])=[CH:30][CH:29]=1.Cl.CCN(C(C)C)C(C)C, predict the reaction product. The product is: [Br:27][C:28]1[CH:33]=[CH:32][C:31]([C@@H:34]([NH:39][C@H:40]2[CH2:45][CH2:44][CH2:43][C@@H:42]([NH:46][C:2]3[N:7]=[C:6]([C:8]4[C:16]5[C:11](=[CH:12][CH:13]=[CH:14][CH:15]=5)[N:10]([S:17]([C:20]5[CH:25]=[CH:24][CH:23]=[CH:22][CH:21]=5)(=[O:19])=[O:18])[CH:9]=4)[C:5]([Cl:26])=[CH:4][N:3]=3)[CH2:41]2)[C:35]([F:38])([F:37])[F:36])=[CH:30][CH:29]=1.